This data is from Peptide-MHC class I binding affinity with 185,985 pairs from IEDB/IMGT. The task is: Regression. Given a peptide amino acid sequence and an MHC pseudo amino acid sequence, predict their binding affinity value. This is MHC class I binding data. (1) The peptide sequence is SDILSGIFSNPH. The MHC is HLA-A02:02 with pseudo-sequence HLA-A02:02. The binding affinity (normalized) is 0.184. (2) The peptide sequence is TGIAIIAYI. The MHC is HLA-B27:03 with pseudo-sequence HLA-B27:03. The binding affinity (normalized) is 0.0847. (3) The peptide sequence is KCHDHYLCR. The MHC is HLA-A03:01 with pseudo-sequence HLA-A03:01. The binding affinity (normalized) is 0.174. (4) The peptide sequence is RQNAAIEAL. The MHC is BoLA-D18.4 with pseudo-sequence BoLA-D18.4. The binding affinity (normalized) is 0.503.